From a dataset of NCI-60 drug combinations with 297,098 pairs across 59 cell lines. Regression. Given two drug SMILES strings and cell line genomic features, predict the synergy score measuring deviation from expected non-interaction effect. (1) Drug 1: C1=CC(=CC=C1CCC2=CNC3=C2C(=O)NC(=N3)N)C(=O)NC(CCC(=O)O)C(=O)O. Drug 2: C1=C(C(=O)NC(=O)N1)N(CCCl)CCCl. Cell line: HL-60(TB). Synergy scores: CSS=86.2, Synergy_ZIP=6.62, Synergy_Bliss=6.32, Synergy_Loewe=7.40, Synergy_HSA=9.28. (2) Drug 1: CCCCCOC(=O)NC1=NC(=O)N(C=C1F)C2C(C(C(O2)C)O)O. Drug 2: C1=CN(C=N1)CC(O)(P(=O)(O)O)P(=O)(O)O. Cell line: SN12C. Synergy scores: CSS=-0.866, Synergy_ZIP=-0.902, Synergy_Bliss=-3.21, Synergy_Loewe=-2.12, Synergy_HSA=-2.64. (3) Drug 1: CNC(=O)C1=CC=CC=C1SC2=CC3=C(C=C2)C(=NN3)C=CC4=CC=CC=N4. Drug 2: C1CNP(=O)(OC1)N(CCCl)CCCl. Cell line: HOP-62. Synergy scores: CSS=-0.230, Synergy_ZIP=0.688, Synergy_Bliss=-0.0307, Synergy_Loewe=-1.43, Synergy_HSA=-2.76. (4) Drug 1: CC1C(C(CC(O1)OC2CC(CC3=C2C(=C4C(=C3O)C(=O)C5=C(C4=O)C(=CC=C5)OC)O)(C(=O)C)O)N)O.Cl. Drug 2: C1C(C(OC1N2C=NC3=C(N=C(N=C32)Cl)N)CO)O. Cell line: M14. Synergy scores: CSS=9.73, Synergy_ZIP=-5.03, Synergy_Bliss=-1.10, Synergy_Loewe=-1.94, Synergy_HSA=-1.57. (5) Drug 1: C1=CN(C(=O)N=C1N)C2C(C(C(O2)CO)O)O.Cl. Drug 2: CCN(CC)CCNC(=O)C1=C(NC(=C1C)C=C2C3=C(C=CC(=C3)F)NC2=O)C. Cell line: UO-31. Synergy scores: CSS=21.2, Synergy_ZIP=-0.714, Synergy_Bliss=1.04, Synergy_Loewe=-10.8, Synergy_HSA=0.709. (6) Drug 1: CCC1(CC2CC(C3=C(CCN(C2)C1)C4=CC=CC=C4N3)(C5=C(C=C6C(=C5)C78CCN9C7C(C=CC9)(C(C(C8N6C=O)(C(=O)OC)O)OC(=O)C)CC)OC)C(=O)OC)O.OS(=O)(=O)O. Synergy scores: CSS=24.1, Synergy_ZIP=-6.12, Synergy_Bliss=1.82, Synergy_Loewe=-3.97, Synergy_HSA=0.982. Cell line: A498. Drug 2: CC=C1C(=O)NC(C(=O)OC2CC(=O)NC(C(=O)NC(CSSCCC=C2)C(=O)N1)C(C)C)C(C)C.